Dataset: Choline transporter screen with 302,306 compounds. Task: Binary Classification. Given a drug SMILES string, predict its activity (active/inactive) in a high-throughput screening assay against a specified biological target. (1) The result is 0 (inactive). The drug is S(c1c2c(n(c(=O)c1)C)cccc2)CC(=O)NCC1Oc2c(OC1)cccc2. (2) The compound is o1c(CNc2c3c(ncc2C(OCC)=O)ccc(c3)C(OCC)=O)ccc1. The result is 0 (inactive). (3) The molecule is S(C(C(=O)NC1CCCc2c1cccc2)C)c1n(c2ccccc2)c(nn1)C. The result is 0 (inactive). (4) The drug is S(c1nc2n(cccc2C)c(=O)n1)CC(=O)Nc1ccc(cc1)C(=O)C. The result is 0 (inactive). (5) The molecule is S=C(N1CCN(CC1)Cc1ccccc1)c1ccc([N+]([O-])=O)cc1. The result is 0 (inactive). (6) The drug is O=C1NCCN(C1CC(=O)N(CCc1ncccc1)C)Cc1ccc(cc1)c1ccccc1. The result is 0 (inactive). (7) The molecule is O=C(N)C1(N2CCCCC2)CCN(CC1)Cc1ccccc1. The result is 0 (inactive).